From a dataset of Peptide-MHC class II binding affinity with 134,281 pairs from IEDB. Regression. Given a peptide amino acid sequence and an MHC pseudo amino acid sequence, predict their binding affinity value. This is MHC class II binding data. (1) The binding affinity (normalized) is 0.555. The MHC is DRB1_0404 with pseudo-sequence DRB1_0404. The peptide sequence is KNIPQPVRALLEGFL. (2) The peptide sequence is TFGAASNKAFAEGLS. The MHC is DRB1_0901 with pseudo-sequence DRB1_0901. The binding affinity (normalized) is 0.577. (3) The peptide sequence is IRALVGDEVELPCRI. The MHC is HLA-DPA10201-DPB10101 with pseudo-sequence HLA-DPA10201-DPB10101. The binding affinity (normalized) is 0.407. (4) The peptide sequence is SVEESEMFMPRSIGG. The MHC is DRB1_0901 with pseudo-sequence DRB1_0901. The binding affinity (normalized) is 0.431. (5) The peptide sequence is VCGMFTNRSGSQQWR. The MHC is DRB1_0401 with pseudo-sequence DRB1_0401. The binding affinity (normalized) is 0.328.